From a dataset of TCR-epitope binding with 47,182 pairs between 192 epitopes and 23,139 TCRs. Binary Classification. Given a T-cell receptor sequence (or CDR3 region) and an epitope sequence, predict whether binding occurs between them. (1) The epitope is MMISAGFSL. The TCR CDR3 sequence is CASSRRASGGTTPHYF. Result: 0 (the TCR does not bind to the epitope). (2) The epitope is LQPFPQPELPYPQPQ. The TCR CDR3 sequence is CASSRGQGEVDEQFF. Result: 0 (the TCR does not bind to the epitope). (3) The epitope is GTSGSPIINR. The TCR CDR3 sequence is CASSYDRGDIQYF. Result: 0 (the TCR does not bind to the epitope). (4) The epitope is VTIAEILLI. The TCR CDR3 sequence is CASSTQFQGYEQYF. Result: 1 (the TCR binds to the epitope). (5) The epitope is QECVRGTTVL. The TCR CDR3 sequence is CASSEGRTNEQYF. Result: 1 (the TCR binds to the epitope). (6) The epitope is GILGFVFTL. The TCR CDR3 sequence is CASSGGLLRTDTQYF. Result: 0 (the TCR does not bind to the epitope).